From a dataset of NCI-60 drug combinations with 297,098 pairs across 59 cell lines. Regression. Given two drug SMILES strings and cell line genomic features, predict the synergy score measuring deviation from expected non-interaction effect. Drug 1: CC1C(C(=O)NC(C(=O)N2CCCC2C(=O)N(CC(=O)N(C(C(=O)O1)C(C)C)C)C)C(C)C)NC(=O)C3=C4C(=C(C=C3)C)OC5=C(C(=O)C(=C(C5=N4)C(=O)NC6C(OC(=O)C(N(C(=O)CN(C(=O)C7CCCN7C(=O)C(NC6=O)C(C)C)C)C)C(C)C)C)N)C. Drug 2: CC=C1C(=O)NC(C(=O)OC2CC(=O)NC(C(=O)NC(CSSCCC=C2)C(=O)N1)C(C)C)C(C)C. Cell line: MALME-3M. Synergy scores: CSS=63.5, Synergy_ZIP=0.343, Synergy_Bliss=0.960, Synergy_Loewe=-31.6, Synergy_HSA=-0.142.